From a dataset of NCI-60 drug combinations with 297,098 pairs across 59 cell lines. Regression. Given two drug SMILES strings and cell line genomic features, predict the synergy score measuring deviation from expected non-interaction effect. (1) Drug 1: C1=CC(=CC=C1CC(C(=O)O)N)N(CCCl)CCCl.Cl. Drug 2: CS(=O)(=O)CCNCC1=CC=C(O1)C2=CC3=C(C=C2)N=CN=C3NC4=CC(=C(C=C4)OCC5=CC(=CC=C5)F)Cl. Cell line: OVCAR-8. Synergy scores: CSS=19.2, Synergy_ZIP=-5.13, Synergy_Bliss=4.38, Synergy_Loewe=-0.446, Synergy_HSA=2.67. (2) Drug 1: C1=CC(=CC=C1CC(C(=O)O)N)N(CCCl)CCCl.Cl. Drug 2: CC=C1C(=O)NC(C(=O)OC2CC(=O)NC(C(=O)NC(CSSCCC=C2)C(=O)N1)C(C)C)C(C)C. Cell line: OVCAR-4. Synergy scores: CSS=51.4, Synergy_ZIP=8.42, Synergy_Bliss=6.49, Synergy_Loewe=-78.3, Synergy_HSA=3.40. (3) Drug 1: C1=NNC2=C1C(=O)NC=N2. Drug 2: CC1C(C(CC(O1)OC2CC(CC3=C2C(=C4C(=C3O)C(=O)C5=C(C4=O)C(=CC=C5)OC)O)(C(=O)CO)O)N)O.Cl. Cell line: A498. Synergy scores: CSS=62.2, Synergy_ZIP=4.77, Synergy_Bliss=6.29, Synergy_Loewe=-11.6, Synergy_HSA=8.29. (4) Drug 1: CCCCC(=O)OCC(=O)C1(CC(C2=C(C1)C(=C3C(=C2O)C(=O)C4=C(C3=O)C=CC=C4OC)O)OC5CC(C(C(O5)C)O)NC(=O)C(F)(F)F)O. Drug 2: CC12CCC3C(C1CCC2O)C(CC4=C3C=CC(=C4)O)CCCCCCCCCS(=O)CCCC(C(F)(F)F)(F)F. Cell line: HCT-15. Synergy scores: CSS=55.5, Synergy_ZIP=-4.89, Synergy_Bliss=-13.2, Synergy_Loewe=-18.3, Synergy_HSA=-11.9. (5) Drug 1: CNC(=O)C1=CC=CC=C1SC2=CC3=C(C=C2)C(=NN3)C=CC4=CC=CC=N4. Drug 2: CC(CN1CC(=O)NC(=O)C1)N2CC(=O)NC(=O)C2. Cell line: MOLT-4. Synergy scores: CSS=57.4, Synergy_ZIP=1.99, Synergy_Bliss=2.16, Synergy_Loewe=4.03, Synergy_HSA=5.53.